Dataset: Catalyst prediction with 721,799 reactions and 888 catalyst types from USPTO. Task: Predict which catalyst facilitates the given reaction. Reactant: [CH2:1]([N:8]1[C:13](=[O:14])[C:12]([CH3:15])=[C:11]2[S:16][C:17]([C:19]([OH:21])=O)=[CH:18][N:10]2[C:9]1=[O:22])[C:2]1[CH:7]=[CH:6][CH:5]=[CH:4][CH:3]=1.[F:23][C:24]1[CH:25]=[C:26]([CH:29]=[CH:30][C:31]=1[F:32])[CH2:27][NH2:28].O.ON1C2C=CC=CC=2N=N1.Cl.CN(C)CCCN=C=NCC. Product: [F:23][C:24]1[CH:25]=[C:26]([CH:29]=[CH:30][C:31]=1[F:32])[CH2:27][NH:28][C:19]([C:17]1[S:16][C:11]2[N:10]([C:9](=[O:22])[N:8]([CH2:1][C:2]3[CH:3]=[CH:4][CH:5]=[CH:6][CH:7]=3)[C:13](=[O:14])[C:12]=2[CH3:15])[CH:18]=1)=[O:21]. The catalyst class is: 9.